This data is from Antibody developability classification from SAbDab with 2,409 antibodies. The task is: Regression/Classification. Given an antibody's heavy chain and light chain sequences, predict its developability. TAP uses regression for 5 developability metrics; SAbDab uses binary classification. (1) Result: 0 (not developable). The antibody is ['QVQLVQSGAEVKKPGASVKLSCKASGNTFSIYGISWVRQAPGQGLEWMGGIIPPAGLTNYVQRFQGRVTITADTSTTTVYMELSSLTSEDTAVYYCAIRIGRGFDYWGQGVLVTVSS', 'DIVMTQSPLSLPVTPGETASISCRSSQSLLDSEDGNTYLEWYLQKPGQSPQALIYEASNRASGVPDRFSGSGSDTDFTLKISRVEAEDVGIYYCMQTIEYPFTFGPGTKVDIK']. (2) The antibody is ['QIQLVQSGPELKKPGETVKISCKASGYTFTNYGMNWVKQAPGKGLKWMGWINTNTGEPTYGEEFKGRFAFSLETSASTANLQINNLKNEDTATFFCARGEDNFGSLSDYWGQGTTVTVSS', 'DIVMTQSPKFMSTSVGDRVTITCKASQDVSTAVVWYQQKPGQSPKLLIYWASTRHIGVPDRFAGSGSGTDYTLTISSVQAEDLALYYCQQHYSPPWTFGGGTKLEIK']. Result: 0 (not developable). (3) The antibody is ['EVQLVQSGAEVKKPGASVKVSCKASGYTFTNYNMHWVRQAPGQRLEWMGTIYPGNDDTSYNQKFKDRVTITADTSASTAYMELSSLRSEDTAVYYCARGGYRAMDYWGQGTLVTVSS', 'DIVMTQSPLSLPVTPGEPASISCRSSQSIVYSNGNTYLGWYLQKPGQSPQLLIYKVSNRFSGVPDRFSGSGSGTDFTLKISRVEAEDVGVYYCFQGSHVPYTFGQGTKLEIK']. Result: 0 (not developable). (4) The antibody is ['RVQLLESGAELMKPGASVQISCKATGYTFSEYWIEWVKERPGHGLEWIGEILPGSGRTNYREKFKGKATFTADTSSNTAYMQLSSLTSEDSAVYYCTRGYSSMDYWGQGTSVTVSA', 'ELVMTQSPLSLPVSLGDQASISCRPSQSLVHSNGNTYLHWYLQKPGQSPKLLIYRVSNRFSGVPDRFSGSGSGTAFTLKISRVEAEDLGVYFCSQGTHVPYTFGGGTKLELK']. Result: 0 (not developable). (5) The antibody is ['4tuj', 'DVVMTQTPLSLPVSLGDQASISCRSSQSLVHRNGNTYLHWYLQKPGQSPKLLIHKVSNRFSGVPDRFSGSGSGTDFTLKISRVEAEDLGVYFCSQSTHVPPLTFGAGTKLELK']. Result: 0 (not developable).